Task: Regression. Given a peptide amino acid sequence and an MHC pseudo amino acid sequence, predict their binding affinity value. This is MHC class II binding data.. Dataset: Peptide-MHC class II binding affinity with 134,281 pairs from IEDB (1) The peptide sequence is IEGITLLNAKFFHMN. The MHC is DRB1_0401 with pseudo-sequence DRB1_0401. The binding affinity (normalized) is 0.371. (2) The peptide sequence is ASIAARGYISTRVGM. The MHC is DRB4_0101 with pseudo-sequence DRB4_0103. The binding affinity (normalized) is 0.271.